From a dataset of Forward reaction prediction with 1.9M reactions from USPTO patents (1976-2016). Predict the product of the given reaction. (1) The product is: [CH2:1]([O:3][C:4]([C:6]1[CH:7]=[C:8]2[N:13]([C:14]=1[C:15]1[CH:20]=[CH:19][C:18]([F:21])=[CH:17][CH:16]=1)[CH:12]=[CH:11][C:10]([CH2:22][N:30]1[N:31]=[C:32]([C:34]([OH:41])([C:35]([F:38])([F:36])[F:37])[CH2:39][CH3:40])[O:33][C:29]1=[NH:28])=[CH:9]2)=[O:5])[CH3:2]. Given the reactants [CH2:1]([O:3][C:4]([C:6]1[CH:7]=[C:8]2[N:13]([C:14]=1[C:15]1[CH:20]=[CH:19][C:18]([F:21])=[CH:17][CH:16]=1)[CH:12]=[CH:11][C:10]([CH2:22]OS(C)(=O)=O)=[CH:9]2)=[O:5])[CH3:2].[NH2:28][C:29]1[O:33][C:32]([C:34]([OH:41])([CH2:39][CH3:40])[C:35]([F:38])([F:37])[F:36])=[N:31][N:30]=1, predict the reaction product. (2) Given the reactants [NH2:1][CH:2]([CH2:24][C:25]1[CH:30]=[CH:29][C:28]([O:31][C:32]([CH3:35])([CH3:34])[CH3:33])=[CH:27][CH:26]=1)[C:3]([N:5]([CH2:14][C:15]1[C:20]2[N:21]=[CH:22][S:23][C:19]=2[CH:18]=[CH:17][CH:16]=1)[CH2:6][CH:7]([O:11][CH2:12][CH3:13])[O:8][CH2:9][CH3:10])=[O:4].[CH2:36]([NH:43][C:44](=[O:54])[NH:45][C@H:46]([CH2:51][CH:52]=[CH2:53])[CH2:47][C:48](O)=[O:49])[C:37]1[CH:42]=[CH:41][CH:40]=[CH:39][CH:38]=1.CCN=C=NCCCN(C)C.C1C=CC2N(O)N=NC=2C=1.CCN(C(C)C)C(C)C, predict the reaction product. The product is: [S:23]1[C:19]2[CH:18]=[CH:17][CH:16]=[C:15]([CH2:14][N:5]([CH2:6][CH:7]([O:11][CH2:12][CH3:13])[O:8][CH2:9][CH3:10])[C:3]([CH:2]([NH:1][C:48](=[O:49])[CH2:47][CH:46]([NH:45][C:44]([NH:43][CH2:36][C:37]3[CH:42]=[CH:41][CH:40]=[CH:39][CH:38]=3)=[O:54])[CH2:51][CH:52]=[CH2:53])[CH2:24][C:25]3[CH:26]=[CH:27][C:28]([O:31][C:32]([CH3:33])([CH3:35])[CH3:34])=[CH:29][CH:30]=3)=[O:4])[C:20]=2[N:21]=[CH:22]1. (3) Given the reactants [NH2:1]/[C:2](=[N:8]\[OH:9])/[C:3]([O:5][CH2:6][CH3:7])=[O:4].[F:10][C:11]1[CH:19]=[CH:18][C:14]([C:15](Cl)=[O:16])=[CH:13][CH:12]=1, predict the reaction product. The product is: [F:10][C:11]1[CH:19]=[CH:18][C:14]([C:15]([NH:1]/[C:2](=[N:8]\[OH:9])/[C:3]([O:5][CH2:6][CH3:7])=[O:4])=[O:16])=[CH:13][CH:12]=1.